The task is: Predict the product of the given reaction.. This data is from Forward reaction prediction with 1.9M reactions from USPTO patents (1976-2016). (1) Given the reactants [C:1]([OH:20])(=[O:19])[CH2:2][CH2:3][CH2:4][CH2:5][CH2:6][CH2:7][CH2:8]/C=C\CCCCCCCC.C(O)(=O)CCCCCCC/C=C\C/C=C\CCCCC.C([O:44][C:45](=[O:47])[CH3:46])(=O)C, predict the reaction product. The product is: [C:45]([OH:44])(=[O:47])[CH2:46][CH2:8][CH2:7][CH2:6][CH2:5][CH2:4][CH2:3][CH2:2][C:1]([OH:20])=[O:19]. (2) Given the reactants Br[C:2]1[S:3][CH:4]=[CH:5][C:6]=1[C:7]1([OH:19])[CH2:11][CH2:10][N:9]([C:12]([O:14][C:15]([CH3:18])([CH3:17])[CH3:16])=[O:13])[CH2:8]1.[OH:20][C:21]1[CH:26]=[CH:25][CH:24]=[CH:23][C:22]=1B(O)O.C([O-])([O-])=O.[Na+].[Na+], predict the reaction product. The product is: [OH:19][C:7]1([C:6]2[CH:5]=[CH:4][S:3][C:2]=2[C:22]2[CH:23]=[CH:24][CH:25]=[CH:26][C:21]=2[OH:20])[CH2:11][CH2:10][N:9]([C:12]([O:14][C:15]([CH3:18])([CH3:17])[CH3:16])=[O:13])[CH2:8]1. (3) Given the reactants [CH3:1][O:2][C:3]1[CH:4]=[C:5]2[CH:11]=[C:10]([C:12]([O:14][CH2:15][CH3:16])=[O:13])[NH:9][C:6]2=[N:7][CH:8]=1.[H-].[Na+].[Cl:19][C:20]1[CH:27]=[CH:26][C:23]([CH2:24]Cl)=[CH:22][CH:21]=1, predict the reaction product. The product is: [Cl:19][C:20]1[CH:27]=[CH:26][C:23]([CH2:24][N:9]2[C:6]3=[N:7][CH:8]=[C:3]([O:2][CH3:1])[CH:4]=[C:5]3[CH:11]=[C:10]2[C:12]([O:14][CH2:15][CH3:16])=[O:13])=[CH:22][CH:21]=1. (4) Given the reactants [NH2:1][C:2]1[CH:29]=[CH:28][CH:27]=[CH:26][C:3]=1CN1C(C)(C)C(=O)[N:1]([C:2]2[CH:29]=[CH:28][C:27](C#N)=[C:26](C(F)(F)F)[CH:3]=2)C1=O.[NH2:30][C:31]1[CH:57]=[C:56]([F:58])[CH:55]=[CH:54][C:32]=1[CH2:33][N:34]1[C:38]([CH3:40])([CH3:39])[C:37](=[O:41])[N:36]([C:42]2[CH:47]=[CH:46][C:45]([F:48])=[C:44]([C:49]([F:52])([F:51])[F:50])[CH:43]=2)[C:35]1=[O:53], predict the reaction product. The product is: [NH2:1][C:2]1[CH:29]=[CH:28][C:27]([NH:30][C:31]2[CH:57]=[C:56]([F:58])[CH:55]=[CH:54][C:32]=2[CH2:33][N:34]2[C:38]([CH3:40])([CH3:39])[C:37](=[O:41])[N:36]([C:42]3[CH:47]=[CH:46][C:45]([F:48])=[C:44]([C:49]([F:51])([F:50])[F:52])[CH:43]=3)[C:35]2=[O:53])=[CH:26][CH:3]=1. (5) Given the reactants [NH2:1][C:2]1[CH:7]=[CH:6][C:5]([C:8](=[O:26])[CH2:9][N:10]2[C:14](=[O:15])[C:13]([C:19]3[CH:24]=[CH:23][CH:22]=[CH:21][CH:20]=3)([CH2:16][CH2:17][CH3:18])[NH:12][C:11]2=[O:25])=[CH:4][CH:3]=1.[CH3:27][C:28]1[C:32]([CH2:33][C:34](Cl)=[O:35])=[C:31]([CH3:37])[O:30][N:29]=1, predict the reaction product. The product is: [CH3:27][C:28]1[C:32]([CH2:33][C:34]([NH:1][C:2]2[CH:7]=[CH:6][C:5]([C:8](=[O:26])[CH2:9][N:10]3[C:14](=[O:15])[C:13]([C:19]4[CH:24]=[CH:23][CH:22]=[CH:21][CH:20]=4)([CH2:16][CH2:17][CH3:18])[NH:12][C:11]3=[O:25])=[CH:4][CH:3]=2)=[O:35])=[C:31]([CH3:37])[O:30][N:29]=1. (6) Given the reactants [OH:1][C:2]1[CH:7]=[C:6]([CH3:8])[CH:5]=[CH:4][C:3]=1[C:9](=[O:11])[CH3:10].C(=O)([O-])[O-].[K+].[K+].[CH2:18](Br)[CH:19]=[CH2:20], predict the reaction product. The product is: [CH2:20]([O:1][C:2]1[CH:7]=[C:6]([CH3:8])[CH:5]=[CH:4][C:3]=1[C:9](=[O:11])[CH3:10])[CH:19]=[CH2:18]. (7) Given the reactants CCOC(/N=N/C(OCC)=O)=O.[OH:13][C:14]1[CH:21]=[CH:20][C:17]([CH:18]=[O:19])=[CH:16][CH:15]=1.[C:22]1([CH2:28][CH2:29][CH2:30][CH2:31][CH2:32]O)[CH:27]=[CH:26][CH:25]=[CH:24][CH:23]=1.C1(P(C2C=CC=CC=2)C2C=CC=CC=2)C=CC=CC=1, predict the reaction product. The product is: [C:22]1([CH2:28][CH2:29][CH2:30][CH2:31][CH2:32][O:13][C:14]2[CH:21]=[CH:20][C:17]([CH:18]=[O:19])=[CH:16][CH:15]=2)[CH:27]=[CH:26][CH:25]=[CH:24][CH:23]=1. (8) The product is: [Cl:1][C:2]1[N:10]=[C:9]2[C:5]([N:6]=[CH:7][N:8]2[C@@H:11]2[C@@H:16]3[C@@H:14]([CH2:15]3)[C@@H:13]([OH:17])[C@H:12]2[OH:18])=[C:4]([NH:19][CH2:20][C:21]2[CH:26]=[CH:25][CH:24]=[C:23]([C:27]#[C:28][CH2:29][CH2:30][CH2:31][CH2:32][CH2:33][C:34]3[N:68]=[N:69][N:70]([C:72]4[CH:77]=[CH:76][C:75]([F:78])=[C:74]([N+:79]([O-:81])=[O:80])[CH:73]=4)[CH:35]=3)[CH:22]=2)[N:3]=1. Given the reactants [Cl:1][C:2]1[N:10]=[C:9]2[C:5]([N:6]=[CH:7][N:8]2[C@@H:11]2[C@@H:16]3[C@@H:14]([CH2:15]3)[C@@H:13]([OH:17])[C@H:12]2[OH:18])=[C:4]([NH:19][CH2:20][C:21]2[CH:26]=[CH:25][CH:24]=[C:23]([C:27]#[C:28][CH2:29][CH2:30][CH2:31][CH2:32][CH2:33][C:34]#[CH:35])[CH:22]=2)[N:3]=1.ClC1N=C2C(N=CN2[C@@H]2[C@@H]3[C@@H](C3)[C@@H](O)[C@H]2O)=C(NCC2C=CC=C(C#CCCCC3[N:68]=[N:69][N:70]([C:72]4[CH:77]=[CH:76][C:75]([F:78])=[C:74]([N+:79]([O-:81])=[O:80])[CH:73]=4)C=3)C=2)N=1, predict the reaction product. (9) Given the reactants ClC(Cl)(Cl)C([N:5]1[CH2:10][CH2:9][CH:8]([C:11]2[CH:16]=[C:15]([S:17]([N:20]3[C:28]4[C:23](=[CH:24][CH:25]=[C:26]([F:29])[CH:27]=4)[C:22]([CH:30]([F:32])[F:31])=[CH:21]3)(=[O:19])=[O:18])[CH:14]=[CH:13][C:12]=2[O:33][CH3:34])[CH2:7][CH2:6]1)=O.[OH-].[K+], predict the reaction product. The product is: [F:32][CH:30]([F:31])[C:22]1[C:23]2[C:28](=[CH:27][C:26]([F:29])=[CH:25][CH:24]=2)[N:20]([S:17]([C:15]2[CH:14]=[CH:13][C:12]([O:33][CH3:34])=[C:11]([CH:8]3[CH2:9][CH2:10][NH:5][CH2:6][CH2:7]3)[CH:16]=2)(=[O:19])=[O:18])[CH:21]=1. (10) Given the reactants [Cl:1][C:2]1[CH:7]=[CH:6][C:5]([NH:8][C:9](=[O:17])[CH2:10][C:11](=O)[C:12]([F:15])([F:14])[F:13])=[CH:4][C:3]=1[C:18]1[S:19][C:20]([CH3:24])=[C:21]([CH3:23])[N:22]=1.C([O-])(=O)C.[NH4+:29], predict the reaction product. The product is: [NH2:29][C:11]([C:12]([F:15])([F:14])[F:13])=[CH:10][C:9]([NH:8][C:5]1[CH:6]=[CH:7][C:2]([Cl:1])=[C:3]([C:18]2[S:19][C:20]([CH3:24])=[C:21]([CH3:23])[N:22]=2)[CH:4]=1)=[O:17].